This data is from Catalyst prediction with 721,799 reactions and 888 catalyst types from USPTO. The task is: Predict which catalyst facilitates the given reaction. (1) Reactant: Br[C:2]1[N:3]=[CH:4][C:5]([C:8]2[C:9]([F:25])=[C:10]([F:24])[C:11]([N:16]3[CH2:21][CH:20]([CH3:22])[O:19][CH:18]([CH3:23])[CH2:17]3)=[C:12]([CH:15]=2)[CH:13]=[O:14])=[N:6][CH:7]=1.[C:26](=O)([O-])[O-].[Na+].[Na+].C(#N)C.O.CB(O)O. Product: [CH3:23][CH:18]1[O:19][CH:20]([CH3:22])[CH2:21][N:16]([C:11]2[C:10]([F:24])=[C:9]([F:25])[C:8]([C:5]3[CH:4]=[N:3][C:2]([CH3:26])=[CH:7][N:6]=3)=[CH:15][C:12]=2[CH:13]=[O:14])[CH2:17]1. The catalyst class is: 161. (2) Reactant: C([Si](C)(C)[O:6][CH2:7][C:8]([CH3:29])([CH3:28])[C:9]#[C:10][C:11]1[CH:12]=[CH:13][C:14]2[N:18]=[C:17]([CH3:19])[N:16]([C:20]3[N:25]=[CH:24][N:23]=[C:22]([NH2:26])[N:21]=3)[C:15]=2[CH:27]=1)(C)(C)C.[F-].C([N+](CCCC)(CCCC)CCCC)CCC. Product: [NH2:26][C:22]1[N:23]=[CH:24][N:25]=[C:20]([N:16]2[C:15]3[CH:27]=[C:11]([C:10]#[C:9][C:8]([CH3:28])([CH3:29])[CH2:7][OH:6])[CH:12]=[CH:13][C:14]=3[N:18]=[C:17]2[CH3:19])[N:21]=1. The catalyst class is: 1. (3) Reactant: C[O:2][C:3](=O)[C:4]1[CH:9]=[C:8]([CH3:10])[C:7]([NH:11][C:12](=[O:37])[CH2:13][CH2:14][N:15]2[CH2:20][CH2:19][CH:18]([O:21][C:22](=[O:36])[NH:23][C:24]3[CH:29]=[CH:28][CH:27]=[CH:26][C:25]=3[C:30]3[CH:35]=[CH:34][CH:33]=[CH:32][CH:31]=3)[CH2:17][CH2:16]2)=[CH:6][C:5]=1[CH3:38].[H-].[Al+3].[Li+].[H-].[H-].[H-].O.[OH-].[Na+]. Product: [OH:2][CH2:3][C:4]1[C:5]([CH3:38])=[CH:6][C:7]([NH:11][C:12]([CH2:13][CH2:14][N:15]2[CH2:16][CH2:17][CH:18]([O:21][C:22](=[O:36])[NH:23][C:24]3[CH:29]=[CH:28][CH:27]=[CH:26][C:25]=3[C:30]3[CH:31]=[CH:32][CH:33]=[CH:34][CH:35]=3)[CH2:19][CH2:20]2)=[O:37])=[C:8]([CH3:10])[CH:9]=1. The catalyst class is: 7. (4) Reactant: C[N:2](/[CH:4]=[C:5](/[C:16](=O)[C:17]([F:20])([F:19])[F:18])\[C:6]([O:8][CH2:9][C:10]1[CH:15]=[CH:14][CH:13]=[CH:12][CH:11]=1)=[O:7])C.Cl.[NH:23]([CH:25]1[CH2:30][CH2:29][C:28]([CH2:32][C:33]([O:35][CH2:36][CH3:37])=[O:34])([CH3:31])[CH2:27][CH2:26]1)N.CCN(C(C)C)C(C)C. Product: [CH2:36]([O:35][C:33](=[O:34])[CH2:32][C:28]1([CH3:31])[CH2:27][CH2:26][CH:25]([N:23]2[C:16]([C:17]([F:20])([F:19])[F:18])=[C:5]([C:6]([O:8][CH2:9][C:10]3[CH:15]=[CH:14][CH:13]=[CH:12][CH:11]=3)=[O:7])[CH:4]=[N:2]2)[CH2:30][CH2:29]1)[CH3:37]. The catalyst class is: 14. (5) Reactant: [CH:1]1([CH2:4][NH:5][C:6](=[O:30])[C:7]2[CH:12]=[C:11]([C:13]3[CH:14]=[C:15]4[C:19](=[CH:20][CH:21]=3)[N:18]([CH:22]3[CH2:27][CH2:26][CH2:25][CH2:24][O:23]3)[N:17]=[C:16]4[CH:28]=O)[CH:10]=[N:9][CH:8]=2)[CH2:3][CH2:2]1.[N:31]1[CH:36]=[C:35]([NH2:37])[C:34]([NH2:38])=[C:33]([C:39]2[CH:40]=[N:41][CH:42]=[CH:43][CH:44]=2)[CH:32]=1.[S]. Product: [CH:1]1([CH2:4][NH:5][C:6](=[O:30])[C:7]2[CH:12]=[C:11]([C:13]3[CH:14]=[C:15]4[C:19](=[CH:20][CH:21]=3)[N:18]([CH:22]3[CH2:27][CH2:26][CH2:25][CH2:24][O:23]3)[N:17]=[C:16]4[C:28]3[NH:37][C:35]4[CH:36]=[N:31][CH:32]=[C:33]([C:39]5[CH:40]=[N:41][CH:42]=[CH:43][CH:44]=5)[C:34]=4[N:38]=3)[CH:10]=[N:9][CH:8]=2)[CH2:2][CH2:3]1. The catalyst class is: 3. (6) Reactant: [CH:1]1([C:7]2[C:16]3[C:11](=[CH:12][CH:13]=[CH:14][CH:15]=3)[N:10]=[C:9]([NH:17][C:18]3[CH:26]=[CH:25][C:21]([C:22](O)=[O:23])=[CH:20][CH:19]=3)[N:8]=2)[CH2:6][CH2:5][CH2:4][CH2:3][CH2:2]1.CN(C(ON1N=NC2C=CC=NC1=2)=[N+](C)C)C.F[P-](F)(F)(F)(F)F.CCN(C(C)C)C(C)C.[CH3:60][C:61]1[CH:67]=[CH:66][CH:65]=[C:64]([CH3:68])[C:62]=1[NH2:63]. Product: [CH:1]1([C:7]2[C:16]3[C:11](=[CH:12][CH:13]=[CH:14][CH:15]=3)[N:10]=[C:9]([NH:17][C:18]3[CH:19]=[CH:20][C:21]([C:22]([NH:63][C:62]4[C:64]([CH3:68])=[CH:65][CH:66]=[CH:67][C:61]=4[CH3:60])=[O:23])=[CH:25][CH:26]=3)[N:8]=2)[CH2:2][CH2:3][CH2:4][CH2:5][CH2:6]1. The catalyst class is: 35.